Task: Predict the reactants needed to synthesize the given product.. Dataset: Retrosynthesis with 50K atom-mapped reactions and 10 reaction types from USPTO (1) Given the product NC(=O)C1(c2ccccc2CCc2nc(Nc3ccc(C4CCNCC4)nc3)ncc2C(F)(F)F)CC1, predict the reactants needed to synthesize it. The reactants are: CC(C)(C)OC(=O)N1CCC(c2ccc(Nc3ncc(C(F)(F)F)c(CCc4ccccc4C4(C(N)=O)CC4)n3)cn2)CC1. (2) Given the product Cc1ccc(C(=O)N2CCC(c3ccc(Cl)cc3)CC2)cc1N, predict the reactants needed to synthesize it. The reactants are: Cc1ccc(C(=O)N2CCC(c3ccc(C#N)cc3)CC2)cc1N.Clc1ccc(C2CCNCC2)cc1. (3) Given the product COC(=O)N1c2ccc(-c3cnn(C4CCN(Cc5ccccc5)CC4)c3F)c(OC3CCC3)c2CC[C@@H]1C, predict the reactants needed to synthesize it. The reactants are: COC(=O)N1c2ccc(B3OC(C)(C)C(C)(C)O3)c(OC3CCC3)c2CC[C@@H]1C.Fc1c(Br)cnn1C1CCN(Cc2ccccc2)CC1. (4) Given the product O=C(O)c1c(-c2cc(F)ccc2Cl)nc2ccncn12, predict the reactants needed to synthesize it. The reactants are: CCOC(=O)c1c(-c2cc(F)ccc2Cl)nc2ccncn12. (5) Given the product CC(O)C(O)CSCCC(=O)O, predict the reactants needed to synthesize it. The reactants are: COC(=O)CCSCC(O)C(C)O. (6) Given the product CCOC(=O)NNc1nnc(-c2ccccc2)c(C)n1, predict the reactants needed to synthesize it. The reactants are: CCOC(=O)Cl.Cc1nc(NN)nnc1-c1ccccc1. (7) Given the product CS(=O)(=O)N1CCc2nc(NCC(F)F)c(N3CCC(Oc4ccc(F)cc4F)CC3)nc2C1, predict the reactants needed to synthesize it. The reactants are: CS(=O)(=O)Cl.Fc1ccc(OC2CCN(c3nc4c(nc3NCC(F)F)CCNC4)CC2)c(F)c1.